From a dataset of NCI-60 drug combinations with 297,098 pairs across 59 cell lines. Regression. Given two drug SMILES strings and cell line genomic features, predict the synergy score measuring deviation from expected non-interaction effect. (1) Drug 1: C#CCC(CC1=CN=C2C(=N1)C(=NC(=N2)N)N)C3=CC=C(C=C3)C(=O)NC(CCC(=O)O)C(=O)O. Drug 2: CC1C(C(CC(O1)OC2CC(CC3=C2C(=C4C(=C3O)C(=O)C5=CC=CC=C5C4=O)O)(C(=O)C)O)N)O. Cell line: SNB-19. Synergy scores: CSS=44.5, Synergy_ZIP=-1.18, Synergy_Bliss=-3.00, Synergy_Loewe=2.67, Synergy_HSA=4.15. (2) Drug 1: CC1=C2C(C(=O)C3(C(CC4C(C3C(C(C2(C)C)(CC1OC(=O)C(C(C5=CC=CC=C5)NC(=O)OC(C)(C)C)O)O)OC(=O)C6=CC=CC=C6)(CO4)OC(=O)C)OC)C)OC. Drug 2: CC1=C(C(CCC1)(C)C)C=CC(=CC=CC(=CC(=O)O)C)C. Cell line: SF-295. Synergy scores: CSS=59.5, Synergy_ZIP=14.2, Synergy_Bliss=13.2, Synergy_Loewe=-20.5, Synergy_HSA=15.9. (3) Drug 1: CC(C)NC(=O)C1=CC=C(C=C1)CNNC.Cl. Drug 2: C1C(C(OC1N2C=NC3=C2NC=NCC3O)CO)O. Cell line: COLO 205. Synergy scores: CSS=-9.10, Synergy_ZIP=4.28, Synergy_Bliss=-1.43, Synergy_Loewe=-11.6, Synergy_HSA=-10.4. (4) Drug 1: C1=C(C(=O)NC(=O)N1)F. Drug 2: CC1C(C(CC(O1)OC2CC(CC3=C2C(=C4C(=C3O)C(=O)C5=C(C4=O)C(=CC=C5)OC)O)(C(=O)CO)O)N)O.Cl. Cell line: SK-MEL-28. Synergy scores: CSS=45.1, Synergy_ZIP=-6.43, Synergy_Bliss=-5.90, Synergy_Loewe=-6.37, Synergy_HSA=-2.47. (5) Drug 1: CC1CCC2CC(C(=CC=CC=CC(CC(C(=O)C(C(C(=CC(C(=O)CC(OC(=O)C3CCCCN3C(=O)C(=O)C1(O2)O)C(C)CC4CCC(C(C4)OC)O)C)C)O)OC)C)C)C)OC. Drug 2: CCC1(C2=C(COC1=O)C(=O)N3CC4=CC5=C(C=CC(=C5CN(C)C)O)N=C4C3=C2)O.Cl. Cell line: TK-10. Synergy scores: CSS=36.7, Synergy_ZIP=-6.76, Synergy_Bliss=-2.65, Synergy_Loewe=-0.180, Synergy_HSA=1.30. (6) Drug 1: CC12CCC(CC1=CCC3C2CCC4(C3CC=C4C5=CN=CC=C5)C)O. Drug 2: CCC(=C(C1=CC=CC=C1)C2=CC=C(C=C2)OCCN(C)C)C3=CC=CC=C3.C(C(=O)O)C(CC(=O)O)(C(=O)O)O. Cell line: CAKI-1. Synergy scores: CSS=5.01, Synergy_ZIP=-3.73, Synergy_Bliss=-4.53, Synergy_Loewe=-4.95, Synergy_HSA=-2.11.